This data is from Reaction yield outcomes from USPTO patents with 853,638 reactions. The task is: Predict the reaction yield, written as a fraction of the theoretical maximum amount of product (1.0 means a 100% yield; for example, 0.34 means a 34% yield). (1) The product is [CH3:34][C:35]1[C:40]([C:2]2[CH:3]=[CH:4][C:5]3[O:6][CH2:7][CH2:8][C:9]4[CH:15]=[C:14]([C:16]5[N:20]([C:21]6[CH:26]=[CH:25][C:24]([F:27])=[CH:23][C:22]=6[F:28])[N:19]=[CH:18][N:17]=5)[S:13][C:10]=4[C:11]=3[N:12]=2)=[CH:39][CH:38]=[CH:37][N:36]=1. The yield is 0.700. The catalyst is C(#N)C.O.C1C=CC([P]([Pd]([P](C2C=CC=CC=2)(C2C=CC=CC=2)C2C=CC=CC=2)([P](C2C=CC=CC=2)(C2C=CC=CC=2)C2C=CC=CC=2)[P](C2C=CC=CC=2)(C2C=CC=CC=2)C2C=CC=CC=2)(C2C=CC=CC=2)C2C=CC=CC=2)=CC=1. The reactants are Cl[C:2]1[CH:3]=[CH:4][C:5]2[O:6][CH2:7][CH2:8][C:9]3[CH:15]=[C:14]([C:16]4[N:20]([C:21]5[CH:26]=[CH:25][C:24]([F:27])=[CH:23][C:22]=5[F:28])[N:19]=[CH:18][N:17]=4)[S:13][C:10]=3[C:11]=2[N:12]=1.C([O-])(=O)C.[K+].[CH3:34][C:35]1[C:40](B(O)O)=[CH:39][CH:38]=[CH:37][N:36]=1. (2) The product is [Cl:11][C:12]1[C:17]([N+:18]([O-:20])=[O:19])=[CH:16][CH:15]=[CH:14][C:13]=1[O:21][CH3:4]. The reactants are [N+]([C:4]1C=CC=CC=1O)([O-])=O.[Cl:11][C:12]1[C:17]([N+:18]([O-:20])=[O:19])=[CH:16][CH:15]=[CH:14][C:13]=1[OH:21].C(=O)([O-])[O-].[Cs+].[Cs+].CI. The catalyst is CN(C=O)C. The yield is 0.980. (3) The catalyst is C1(C)C=CC=CC=1. The reactants are C(O[C:4]([C:6]1[CH:11]=[CH:10][C:9]([O:12][CH2:13][C:14]2[C:15]([C:20]3[CH:25]=[CH:24][CH:23]=[CH:22][CH:21]=3)=[N:16][O:17][C:18]=2[CH3:19])=[CH:8][N:7]=1)=[O:5])C.[CH2:26]([CH2:28][NH2:29])[OH:27].N12CCCNC1=NCCC2.[C@H](O)(C([O-])=O)[C@@H](O)C([O-])=O.[Na+].[K+]. The yield is 0.880. The product is [OH:27][CH2:26][CH2:28][NH:29][C:4]([C:6]1[CH:11]=[CH:10][C:9]([O:12][CH2:13][C:14]2[C:15]([C:20]3[CH:21]=[CH:22][CH:23]=[CH:24][CH:25]=3)=[N:16][O:17][C:18]=2[CH3:19])=[CH:8][N:7]=1)=[O:5]. (4) The reactants are [C:1]([OH:6])(=[O:5])[C:2]([CH3:4])=[CH2:3].S(=O)(=O)(O)O.[CH2:12]([C:14]1[CH2:19][CH2:18][CH2:17][CH2:16][CH:15]=1)[CH3:13].[OH-].[Na+]. The catalyst is C1(C)C=CC=CC=1. The product is [C:1]([O:6][C:14]1([CH2:12][CH3:13])[CH2:19][CH2:18][CH2:17][CH2:16][CH2:15]1)(=[O:5])[C:2]([CH3:4])=[CH2:3]. The yield is 0.699. (5) The reactants are [C:1]([C:3]1[CH:4]=[CH:5][C:6](I)=[C:7]([CH:11]=1)[C:8]([OH:10])=[O:9])#[N:2].C(=O)([O-])[O-].[Cs+].[Cs+].[CH3:19][CH:20]([SH:22])[CH3:21].Cl. The catalyst is CN(C)C(=O)C. The product is [C:1]([C:3]1[CH:4]=[CH:5][C:6]([S:22][CH:20]([CH3:21])[CH3:19])=[C:7]([CH:11]=1)[C:8]([OH:10])=[O:9])#[N:2]. The yield is 0.970. (6) The reactants are [C:1]([O:5][C:6]([NH:8][C:9]([CH3:15])([CH3:14])[CH2:10][C:11]([OH:13])=O)=[O:7])([CH3:4])([CH3:3])[CH3:2].O[NH:17][C:18](=[NH:25])[C:19]1[CH:24]=[CH:23][CH:22]=[CH:21][CH:20]=1.C(OCC)(=O)C.CCCCCCC. The catalyst is CN(C=O)C. The product is [CH3:14][C:9]([NH:8][C:6](=[O:7])[O:5][C:1]([CH3:2])([CH3:3])[CH3:4])([CH3:15])[CH2:10][C:11]1[O:13][N:25]=[C:18]([C:19]2[CH:24]=[CH:23][CH:22]=[CH:21][CH:20]=2)[N:17]=1. The yield is 0.675. (7) The reactants are [Br:1][C:2]1[CH:10]=[CH:9][C:5]([C:6](O)=[O:7])=[C:4]([Cl:11])[CH:3]=1.C(N(CC)C(C)C)(C)C.CN([C:24]([O:28][N:29]1N=NC2C=CC=C[C:30]1=2)=[N+](C)C)C.[B-](F)(F)(F)F.CN(C)O. The catalyst is CN(C=O)C.CCOCC. The product is [Br:1][C:2]1[CH:10]=[CH:9][C:5]([C:6]([N:29]([O:28][CH3:24])[CH3:30])=[O:7])=[C:4]([Cl:11])[CH:3]=1. The yield is 0.960. (8) The reactants are C([O-])([O-])=O.[Cs+].[Cs+].Cl[C:8]1[CH:9]=[CH:10][C:11]([N+:15]([O-:17])=[O:16])=[C:12](F)[CH:13]=1.[OH:18][C:19]1[CH:28]=[CH:27][CH:26]=[CH:25][C:20]=1[C:21]([O:23][CH3:24])=[O:22].C(Cl)[Cl:30]. The catalyst is CN(C=O)C. The product is [CH3:24][O:23][C:21](=[O:22])[C:20]1[CH:25]=[CH:26][CH:27]=[CH:28][C:19]=1[O:18][C:10]1[CH:9]=[CH:8][CH:13]=[C:12]([Cl:30])[C:11]=1[N+:15]([O-:17])=[O:16]. The yield is 0.820.